Dataset: Full USPTO retrosynthesis dataset with 1.9M reactions from patents (1976-2016). Task: Predict the reactants needed to synthesize the given product. Given the product [Cl:9][C:5]1[CH:6]=[CH:7][CH:8]=[C:3]([Cl:2])[C:4]=1[C:10]1[C:18]2[O:17][CH:16]([CH2:27][NH:24][C:21](=[O:32])[CH3:22])[CH2:15][C:14]=2[CH:13]=[CH:12][CH:11]=1, predict the reactants needed to synthesize it. The reactants are: Cl.[Cl:2][C:3]1[CH:8]=[CH:7][CH:6]=[C:5]([Cl:9])[C:4]=1[C:10]1[C:18]2[O:17][CH:16](NC)[CH2:15][C:14]=2[CH:13]=[CH:12][CH:11]=1.[CH:21]([N:24]([CH:27](C)C)CC)(C)[CH3:22].C(OC(=O)C)(=[O:32])C.